The task is: Predict which catalyst facilitates the given reaction.. This data is from Catalyst prediction with 721,799 reactions and 888 catalyst types from USPTO. Reactant: C(OC([O:8][C:9]1[CH:10]=[C:11]2[C:27](=[CH:28][CH:29]=1)[C:26]1[CH2:25][CH2:24][N:23]3[C@H:14]([CH2:15][C@H:16]4[C@@H:21]([CH2:22]3)[CH2:20][C@@H:19]([O:30][C:31]([C:33]3[CH:38]=[C:37]([O:39][CH3:40])[C:36]([O:41][C:42]([O:44][CH2:45][CH3:46])=[O:43])=[C:35]([O:47][CH3:48])[CH:34]=3)=[O:32])[C@H:18]([O:49][CH3:50])[C@H:17]4[C:51]([O:53][CH3:54])=[O:52])[C:13]=1[NH:12]2)=O)(C)(C)C.Cl. Product: [CH2:45]([O:44][C:42]([O:41][C:36]1[C:35]([O:47][CH3:48])=[CH:34][C:33]([C:31]([O:30][C@H:19]2[C@H:18]([O:49][CH3:50])[C@@H:17]([C:51]([O:53][CH3:54])=[O:52])[C@@H:16]3[C@@H:21]([CH2:22][N:23]4[C@H:14]([CH2:15]3)[C:13]3[NH:12][C:11]5[C:27](=[CH:28][CH:29]=[C:9]([OH:8])[CH:10]=5)[C:26]=3[CH2:25][CH2:24]4)[CH2:20]2)=[O:32])=[CH:38][C:37]=1[O:39][CH3:40])=[O:43])[CH3:46]. The catalyst class is: 10.